This data is from CYP2D6 inhibition data for predicting drug metabolism from PubChem BioAssay. The task is: Regression/Classification. Given a drug SMILES string, predict its absorption, distribution, metabolism, or excretion properties. Task type varies by dataset: regression for continuous measurements (e.g., permeability, clearance, half-life) or binary classification for categorical outcomes (e.g., BBB penetration, CYP inhibition). Dataset: cyp2d6_veith. The drug is Cn1c(OCc2ccc3c(c2)OCO3)nc2c1c(=O)n(Cc1ccc(Cl)c(Cl)c1)c(=O)n2C. The result is 1 (inhibitor).